Dataset: Peptide-MHC class II binding affinity with 134,281 pairs from IEDB. Task: Regression. Given a peptide amino acid sequence and an MHC pseudo amino acid sequence, predict their binding affinity value. This is MHC class II binding data. (1) The peptide sequence is YWTIVKPGDILLINS. The MHC is DRB3_0101 with pseudo-sequence DRB3_0101. The binding affinity (normalized) is 0.147. (2) The peptide sequence is WQSGSGGVWREMHHL. The MHC is DRB1_1501 with pseudo-sequence DRB1_1501. The binding affinity (normalized) is 0.156. (3) The peptide sequence is KILAESINKSAFQSS. The MHC is DRB1_0101 with pseudo-sequence DRB1_0101. The binding affinity (normalized) is 0.696. (4) The peptide sequence is SQDLELSWFLNGLQAY. The MHC is DRB1_0802 with pseudo-sequence DRB1_0802. The binding affinity (normalized) is 0.425. (5) The peptide sequence is GLGSLTTLLRALGAQ. The MHC is DRB1_0101 with pseudo-sequence DRB1_0101. The binding affinity (normalized) is 0.609. (6) The peptide sequence is GELQIIDKIDAAFKI. The MHC is DRB4_0101 with pseudo-sequence DRB4_0103. The binding affinity (normalized) is 0.636. (7) The peptide sequence is SWGAIWRIDTPEVLK. The MHC is DRB1_1101 with pseudo-sequence DRB1_1101. The binding affinity (normalized) is 0.